Dataset: Catalyst prediction with 721,799 reactions and 888 catalyst types from USPTO. Task: Predict which catalyst facilitates the given reaction. (1) Reactant: C(OC(=O)[NH:7][CH2:8][C:9]1([C:16]2[NH:20][C:19](=[O:21])[O:18][N:17]=2)[CH2:11][CH:10]1[CH2:12][CH:13]([CH3:15])[CH3:14])(C)(C)C.[ClH:23]. Product: [ClH:23].[NH2:7][CH2:8][C:9]1([C:16]2[NH:20][C:19](=[O:21])[O:18][N:17]=2)[CH2:11][CH:10]1[CH2:12][CH:13]([CH3:15])[CH3:14]. The catalyst class is: 440. (2) Reactant: B(Br)(Br)Br.[CH:5]([C:8]1[CH:13]=[CH:12][CH:11]=[C:10]([CH:14]([CH3:16])[CH3:15])[C:9]=1[N:17]1[C:26](=[O:27])[C:25]2[CH:28]=[CH:29][C:30]3[O:31][C:32]4[C:37]([C:22]5[C:23]=3[C:24]=2[C:19](=[CH:20][CH:21]=5)[C:18]1=[O:40])=[CH:36][C:35]([O:38]C)=[CH:34][CH:33]=4)([CH3:7])[CH3:6].C([O-])(O)=O.[Na+]. Product: [CH:5]([C:8]1[CH:13]=[CH:12][CH:11]=[C:10]([CH:14]([CH3:16])[CH3:15])[C:9]=1[N:17]1[C:26](=[O:27])[C:25]2[CH:28]=[CH:29][C:30]3[O:31][C:32]4[C:37]([C:22]5[C:23]=3[C:24]=2[C:19](=[CH:20][CH:21]=5)[C:18]1=[O:40])=[CH:36][C:35]([OH:38])=[CH:34][CH:33]=4)([CH3:6])[CH3:7]. The catalyst class is: 4. (3) Reactant: [N:1]1[C:10]2[C:5](=[CH:6][C:7]([O:11][CH2:12][CH2:13][O:14][C:15]3[CH:22]=[CH:21][C:18]([CH:19]=O)=[CH:17][CH:16]=3)=[CH:8][CH:9]=2)[CH:4]=[CH:3][CH:2]=1.[C:23]([O:30][CH3:31])(=[O:29])[CH2:24][C:25]([O:27][CH3:28])=[O:26].C([O-])(=O)C.[NH2+]1CCCCC1. Product: [N:1]1[C:10]2[C:5](=[CH:6][C:7]([O:11][CH2:12][CH2:13][O:14][C:15]3[CH:22]=[CH:21][C:18]([CH:19]=[C:24]([C:23]([O:30][CH3:31])=[O:29])[C:25]([O:27][CH3:28])=[O:26])=[CH:17][CH:16]=3)=[CH:8][CH:9]=2)[CH:4]=[CH:3][CH:2]=1. The catalyst class is: 11. (4) Reactant: [Cl:1][C:2]1[CH:7]=[C:6]([Cl:8])[CH:5]=[CH:4][C:3]=1[C@H:9]1[C@H:14]([N+:15]([O-:17])=[O:16])[CH2:13][C:12]([CH2:18][NH2:19])=[CH:11][CH2:10]1.[CH3:20][O:21][C:22](=[O:32])[C:23]1[CH:28]=[CH:27][C:26]([C:29](Cl)=[O:30])=[CH:25][CH:24]=1.C(N(C(C)C)CC)(C)C. Product: [Cl:1][C:2]1[CH:7]=[C:6]([Cl:8])[CH:5]=[CH:4][C:3]=1[C@H:9]1[C@H:14]([N+:15]([O-:17])=[O:16])[CH2:13][C:12]([CH2:18][NH:19][C:29]([C:26]2[CH:27]=[CH:28][C:23]([C:22]([O:21][CH3:20])=[O:32])=[CH:24][CH:25]=2)=[O:30])=[CH:11][CH2:10]1. The catalyst class is: 2. (5) Reactant: [C:1]([CH2:3][C:4]1[CH:12]=[CH:11][C:10]([CH3:13])=[CH:9][C:5]=1[C:6](O)=[O:7])#[N:2].C[N:15](C)C=O.C(Cl)(=O)C(Cl)=O. Product: [C:1]([CH2:3][C:4]1[CH:12]=[CH:11][C:10]([CH3:13])=[CH:9][C:5]=1[C:6]([NH2:15])=[O:7])#[N:2]. The catalyst class is: 7. (6) The catalyst class is: 8. Reactant: [NH2:1][CH2:2][CH2:3][SH:4].C[S-](C)[C:7]([S-])=[N:8][C:9](=[O:14])[C:10]([F:13])([F:12])[F:11]. Product: [F:11][C:10]([F:13])([F:12])[C:9]([N:8]=[C:7]1[NH:1][CH2:2][CH2:3][S:4]1)=[O:14].